From a dataset of Forward reaction prediction with 1.9M reactions from USPTO patents (1976-2016). Predict the product of the given reaction. (1) The product is: [C:1]([O:4][C:5]1[N:6]=[C:7]([CH2:19][N:25]2[C:21](=[O:31])[C:22]3[C:23](=[CH:27][CH:28]=[CH:29][CH:30]=3)[C:24]2=[O:26])[C:8]2[C:13]([CH:14]=1)=[CH:12][C:11]([O:15][CH3:16])=[C:10]([O:17][CH3:18])[CH:9]=2)(=[O:3])[CH3:2]. Given the reactants [C:1]([O:4][C:5]1[N:6]=[C:7]([CH2:19]Br)[C:8]2[C:13]([CH:14]=1)=[CH:12][C:11]([O:15][CH3:16])=[C:10]([O:17][CH3:18])[CH:9]=2)(=[O:3])[CH3:2].[C:21]1(=[O:31])[NH:25][C:24](=[O:26])[C:23]2=[CH:27][CH:28]=[CH:29][CH:30]=[C:22]12.[K], predict the reaction product. (2) Given the reactants [CH3:1][O:2][C:3]1[CH:4]=[C:5]([CH:7]=[C:8]([O:12][CH3:13])[C:9]=1[O:10][CH3:11])[NH2:6].Cl[C:15]1[CH:20]=[C:19]([O:21][C:22]2[C:23]([C:29]3[CH:34]=[CH:33][CH:32]=[CH:31][CH:30]=3)=[N:24][C:25]([CH3:28])=[CH:26][CH:27]=2)[CH:18]=[CH:17][N:16]=1.CC1(C)C2C(=C(P(C3C=CC=CC=3)C3C=CC=CC=3)C=CC=2)OC2C(P(C3C=CC=CC=3)C3C=CC=CC=3)=CC=CC1=2.C([O-])([O-])=O.[Cs+].[Cs+], predict the reaction product. The product is: [CH3:28][C:25]1[N:24]=[C:23]([C:29]2[CH:30]=[CH:31][CH:32]=[CH:33][CH:34]=2)[C:22]([O:21][C:19]2[CH:18]=[CH:17][N:16]=[C:15]([NH:6][C:5]3[CH:7]=[C:8]([O:12][CH3:13])[C:9]([O:10][CH3:11])=[C:3]([O:2][CH3:1])[CH:4]=3)[CH:20]=2)=[CH:27][CH:26]=1. (3) Given the reactants [CH3:1][O:2][C:3]1[CH:4]=[C:5]([CH2:13][C:14](Cl)=[O:15])[CH:6]=[C:7]([O:11][CH3:12])[C:8]=1[O:9][CH3:10].[NH2:17][C:18]1[S:19][C:20]2[CH:26]=[C:25]([O:27][C:28]([F:31])([F:30])[F:29])[CH:24]=[CH:23][C:21]=2[N:22]=1, predict the reaction product. The product is: [F:31][C:28]([F:29])([F:30])[O:27][C:25]1[CH:24]=[CH:23][C:21]2[N:22]=[C:18]([NH:17][C:14](=[O:15])[CH2:13][C:5]3[CH:4]=[C:3]([O:2][CH3:1])[C:8]([O:9][CH3:10])=[C:7]([O:11][CH3:12])[CH:6]=3)[S:19][C:20]=2[CH:26]=1.